This data is from Merck oncology drug combination screen with 23,052 pairs across 39 cell lines. The task is: Regression. Given two drug SMILES strings and cell line genomic features, predict the synergy score measuring deviation from expected non-interaction effect. Drug 1: O=S1(=O)NC2(CN1CC(F)(F)F)C1CCC2Cc2cc(C=CCN3CCC(C(F)(F)F)CC3)ccc2C1. Drug 2: CCc1cnn2c(NCc3ccc[n+]([O-])c3)cc(N3CCCCC3CCO)nc12. Cell line: NCIH1650. Synergy scores: synergy=4.08.